Task: Predict which catalyst facilitates the given reaction.. Dataset: Catalyst prediction with 721,799 reactions and 888 catalyst types from USPTO (1) Reactant: [N+:1]([C:4]1[C:5]([N:13]2[CH2:18][C@H:17]([C:19]([F:22])([F:21])[F:20])[CH2:16][C@H:15]([NH:23][C:24](=[O:30])[O:25][C:26]([CH3:29])([CH3:28])[CH3:27])[CH2:14]2)=[C:6]2[CH2:12][CH2:11][CH2:10][C:7]2=[N:8][CH:9]=1)([O-:3])=[O:2].C1C=C(Cl)C=C(C(OO)=[O:39])C=1. Product: [N+:1]([C:4]1[C:5]([N:13]2[CH2:18][C@H:17]([C:19]([F:22])([F:21])[F:20])[CH2:16][C@H:15]([NH:23][C:24](=[O:30])[O:25][C:26]([CH3:27])([CH3:29])[CH3:28])[CH2:14]2)=[C:6]2[CH2:12][CH2:11][CH2:10][C:7]2=[N+:8]([O-:39])[CH:9]=1)([O-:3])=[O:2]. The catalyst class is: 2. (2) Reactant: [C:1]([C@H:5]1[CH2:10][CH2:9][C@H:8]([O:11][C:12]2[CH:13]=[C:14]3[C:19](=[CH:20][CH:21]=2)[C:18]([CH2:22][OH:23])=[CH:17][CH:16]=[CH:15]3)[CH2:7][CH2:6]1)([CH3:4])([CH3:3])[CH3:2]. Product: [C:1]([C@H:5]1[CH2:10][CH2:9][C@H:8]([O:11][C:12]2[CH:13]=[C:14]3[C:19](=[CH:20][CH:21]=2)[C:18]([CH:22]=[O:23])=[CH:17][CH:16]=[CH:15]3)[CH2:7][CH2:6]1)([CH3:4])([CH3:2])[CH3:3]. The catalyst class is: 25.